Dataset: Forward reaction prediction with 1.9M reactions from USPTO patents (1976-2016). Task: Predict the product of the given reaction. Given the reactants [F:1][C:2]([F:32])([F:31])[C:3]([CH3:30])([CH3:29])[CH2:4][N:5]1[CH2:10][CH2:9][CH:8]([CH2:11][O:12][C:13]2[N:18]=[CH:17][C:16]([C:19]3[CH:28]=[CH:27][C:22]([C:23]([O:25]C)=[O:24])=[CH:21][CH:20]=3)=[CH:15][CH:14]=2)[CH2:7][CH2:6]1.O[Li].O, predict the reaction product. The product is: [F:32][C:2]([F:1])([F:31])[C:3]([CH3:30])([CH3:29])[CH2:4][N:5]1[CH2:10][CH2:9][CH:8]([CH2:11][O:12][C:13]2[N:18]=[CH:17][C:16]([C:19]3[CH:20]=[CH:21][C:22]([C:23]([OH:25])=[O:24])=[CH:27][CH:28]=3)=[CH:15][CH:14]=2)[CH2:7][CH2:6]1.